Dataset: Catalyst prediction with 721,799 reactions and 888 catalyst types from USPTO. Task: Predict which catalyst facilitates the given reaction. (1) Product: [NH2:19][C:15]1[CH:14]=[C:13]([NH:12][C:8]2[CH:9]=[CH:10][CH:11]=[C:6]3[C:7]=2[NH:20][C:4](=[O:3])[CH2:5]3)[CH:18]=[CH:17][CH:16]=1. Reactant: C([O:3][C:4](=O)[CH2:5][C:6]1[CH:11]=[CH:10][CH:9]=[C:8]([NH:12][C:13]2[CH:18]=[CH:17][CH:16]=[C:15]([NH2:19])[CH:14]=2)[C:7]=1[NH2:20])C.C([O-])([O-])=O.[Na+].[Na+]. The catalyst class is: 33. (2) Reactant: [Br:1]N1C(=O)CCC1=O.[CH3:9][C:10]1[C:19]2[C:18](=[O:20])[CH2:17][CH2:16][CH2:15][C:14]=2[O:13][C:12](=[O:21])[CH:11]=1. Product: [Br:1][C:11]1[C:12](=[O:21])[O:13][C:14]2[CH2:15][CH2:16][CH2:17][C:18](=[O:20])[C:19]=2[C:10]=1[CH3:9]. The catalyst class is: 3. (3) Reactant: [NH2:1][C:2]1[S:3][C:4]2[C:9]([N:10]=1)=[CH:8][CH:7]=[C:6]([O:11][C:12]1[CH:13]=[CH:14][C:15]([F:33])=[C:16]([NH:18][C:19](=[O:32])[C:20]3[CH:25]=[CH:24][CH:23]=[C:22]([C:26]4([C:29]#[N:30])[CH2:28][CH2:27]4)[C:21]=3[Cl:31])[CH:17]=1)[N:5]=2.[C:34](Cl)(=[O:37])[CH2:35][CH3:36].O. Product: [Cl:31][C:21]1[C:22]([C:26]2([C:29]#[N:30])[CH2:28][CH2:27]2)=[CH:23][CH:24]=[CH:25][C:20]=1[C:19]([NH:18][C:16]1[CH:17]=[C:12]([O:11][C:6]2[N:5]=[C:4]3[S:3][C:2]([NH:1][C:34](=[O:37])[CH2:35][CH3:36])=[N:10][C:9]3=[CH:8][CH:7]=2)[CH:13]=[CH:14][C:15]=1[F:33])=[O:32]. The catalyst class is: 341. (4) Reactant: [C:1]([O:5][C:6]([N:8]1[CH2:13][CH:12]=[C:11]([C:14]2[CH:18]=[CH:17][S:16][C:15]=2[C:19]([O:21][CH3:22])=[O:20])[CH2:10][CH2:9]1)=[O:7])([CH3:4])([CH3:3])[CH3:2]. Product: [C:1]([O:5][C:6]([N:8]1[CH2:13][CH2:12][CH:11]([C:14]2[CH:18]=[CH:17][S:16][C:15]=2[C:19]([O:21][CH3:22])=[O:20])[CH2:10][CH2:9]1)=[O:7])([CH3:4])([CH3:3])[CH3:2]. The catalyst class is: 105.